From a dataset of NCI-60 drug combinations with 297,098 pairs across 59 cell lines. Regression. Given two drug SMILES strings and cell line genomic features, predict the synergy score measuring deviation from expected non-interaction effect. (1) Drug 1: CCCCCOC(=O)NC1=NC(=O)N(C=C1F)C2C(C(C(O2)C)O)O. Drug 2: C#CCC(CC1=CN=C2C(=N1)C(=NC(=N2)N)N)C3=CC=C(C=C3)C(=O)NC(CCC(=O)O)C(=O)O. Cell line: OVCAR3. Synergy scores: CSS=59.8, Synergy_ZIP=7.88, Synergy_Bliss=4.84, Synergy_Loewe=-23.2, Synergy_HSA=2.15. (2) Cell line: HOP-62. Drug 1: C1CCN(CC1)CCOC2=CC=C(C=C2)C(=O)C3=C(SC4=C3C=CC(=C4)O)C5=CC=C(C=C5)O. Synergy scores: CSS=42.1, Synergy_ZIP=0.521, Synergy_Bliss=2.95, Synergy_Loewe=0.252, Synergy_HSA=0.825. Drug 2: C1=C(C(=O)NC(=O)N1)N(CCCl)CCCl. (3) Drug 1: C1=CC(=C2C(=C1NCCNCCO)C(=O)C3=C(C=CC(=C3C2=O)O)O)NCCNCCO. Drug 2: COCCOC1=C(C=C2C(=C1)C(=NC=N2)NC3=CC=CC(=C3)C#C)OCCOC.Cl. Cell line: HOP-92. Synergy scores: CSS=37.1, Synergy_ZIP=-2.32, Synergy_Bliss=-2.30, Synergy_Loewe=-9.48, Synergy_HSA=-0.537. (4) Drug 1: C1CN1P(=S)(N2CC2)N3CC3. Drug 2: CC1CCC2CC(C(=CC=CC=CC(CC(C(=O)C(C(C(=CC(C(=O)CC(OC(=O)C3CCCCN3C(=O)C(=O)C1(O2)O)C(C)CC4CCC(C(C4)OC)O)C)C)O)OC)C)C)C)OC. Cell line: NCI-H322M. Synergy scores: CSS=2.98, Synergy_ZIP=0.830, Synergy_Bliss=4.06, Synergy_Loewe=1.09, Synergy_HSA=1.77. (5) Drug 1: CC1=C(C=C(C=C1)NC2=NC=CC(=N2)N(C)C3=CC4=NN(C(=C4C=C3)C)C)S(=O)(=O)N.Cl. Drug 2: COC1=CC(=CC(=C1O)OC)C2C3C(COC3=O)C(C4=CC5=C(C=C24)OCO5)OC6C(C(C7C(O6)COC(O7)C8=CC=CS8)O)O. Cell line: HCT-15. Synergy scores: CSS=43.9, Synergy_ZIP=2.04, Synergy_Bliss=2.61, Synergy_Loewe=-44.0, Synergy_HSA=1.24. (6) Drug 1: CC1=C(C(=CC=C1)Cl)NC(=O)C2=CN=C(S2)NC3=CC(=NC(=N3)C)N4CCN(CC4)CCO. Drug 2: C1C(C(OC1N2C=NC3=C2NC=NCC3O)CO)O. Cell line: UACC-257. Synergy scores: CSS=1.88, Synergy_ZIP=-0.135, Synergy_Bliss=2.59, Synergy_Loewe=-0.198, Synergy_HSA=0.570.